From a dataset of Reaction yield outcomes from USPTO patents with 853,638 reactions. Predict the reaction yield, written as a fraction of the theoretical maximum amount of product (1.0 means a 100% yield; for example, 0.34 means a 34% yield). (1) The reactants are OCC(C)(C)CCCCC(CCCCC(C)(C)CO)C(O)=O.C[Li].Cl.[OH:26][C:27]([CH:30]([CH2:40][CH2:41][CH2:42][CH2:43][C:44]([CH3:48])([CH3:47])[CH2:45][OH:46])[CH2:31][CH2:32][CH2:33][CH2:34][C:35]([CH3:39])([CH3:38])[CH2:36][OH:37])(C)[CH3:28]. The catalyst is C1COCC1.C(OCC)(=O)C. The product is [OH:46][CH2:45][C:44]([CH3:48])([CH3:47])[CH2:43][CH2:42][CH2:41][CH2:40][CH:30]([CH2:31][CH2:32][CH2:33][CH2:34][C:35]([CH3:39])([CH3:38])[CH2:36][OH:37])[C:27](=[O:26])[CH3:28]. The yield is 0.410. (2) The reactants are COC(=O)NC(C(N1CCCC1C1NC(C2C=CC(Br)=CC=2)=CN=1)=O)C(C)C.C(OC([N:36]1[CH2:40][CH2:39][CH2:38][CH:37]1[C:41]1[NH:45][C:44]2[CH:46]=[C:47]([Br:50])[CH:48]=[CH:49][C:43]=2[N:42]=1)=O)(C)(C)C. No catalyst specified. The product is [Br:50][C:47]1[CH:48]=[CH:49][C:43]2[N:42]=[C:41]([CH:37]3[CH2:38][CH2:39][CH2:40][NH:36]3)[NH:45][C:44]=2[CH:46]=1. The yield is 0.660. (3) The reactants are [NH2:1][C@@H:2]([CH2:22][C:23]1[CH:28]=[CH:27][CH:26]=[CH:25][CH:24]=1)[C@@H:3]([OH:21])[CH2:4][C@@H:5]([NH:13][C:14](=[O:20])[O:15][C:16]([CH3:19])([CH3:18])[CH3:17])[CH2:6][C:7]1[CH:12]=[CH:11][CH:10]=[CH:9][CH:8]=1.FC(F)(F)C(O)=O.[CH3:36][O:37][CH2:38][C:39]1[S:40][CH:41]=[C:42]([CH2:44][N:45]2[CH2:49][CH2:48][N:47]([C@@H:50]([C:54]([CH3:57])([CH3:56])[CH3:55])[C:51](O)=[O:52])[C:46]2=[O:58])[N:43]=1.CCOP(ON1N=NC2C=CC=CC=2C1=O)(OCC)=O.C(N(CC)C(C)C)(C)C. The catalyst is C1COCC1. The product is [CH2:6]([C@H:5]([NH:13][C:14](=[O:20])[O:15][C:16]([CH3:19])([CH3:17])[CH3:18])[CH2:4][C@H:3]([OH:21])[C@@H:2]([NH:1][C:51](=[O:52])[C@@H:50]([N:47]1[CH2:48][CH2:49][N:45]([CH2:44][C:42]2[N:43]=[C:39]([CH2:38][O:37][CH3:36])[S:40][CH:41]=2)[C:46]1=[O:58])[C:54]([CH3:57])([CH3:56])[CH3:55])[CH2:22][C:23]1[CH:28]=[CH:27][CH:26]=[CH:25][CH:24]=1)[C:7]1[CH:12]=[CH:11][CH:10]=[CH:9][CH:8]=1. The yield is 0.750. (4) The reactants are [CH:1]([CH:4]1[CH2:9][CH2:8][CH2:7][CH:6]([CH:10]([CH3:14])[CH2:11][CH:12]=[O:13])[CH2:5]1)([CH3:3])[CH3:2].C=O.[C:17](O)(=O)CC.N1CCCC1. The catalyst is C(O)(C)C.CC(OC)(C)C. The product is [CH:1]([CH:4]1[CH2:9][CH2:8][CH2:7][CH:6]([CH:10]([CH3:14])[C:11](=[CH2:17])[CH:12]=[O:13])[CH2:5]1)([CH3:3])[CH3:2]. The yield is 0.780.